Dataset: Full USPTO retrosynthesis dataset with 1.9M reactions from patents (1976-2016). Task: Predict the reactants needed to synthesize the given product. (1) Given the product [CH3:30][O:1][CH2:2][CH2:3][C:4]1[C:12]2[C:11](=[O:13])[N:10]([CH2:14][O:15][CH2:16][CH2:17][Si:18]([CH3:19])([CH3:20])[CH3:21])[N:9]=[CH:8][C:7]=2[N:6]([CH2:22][O:23][CH2:24][CH2:25][Si:26]([CH3:28])([CH3:27])[CH3:29])[CH:5]=1, predict the reactants needed to synthesize it. The reactants are: [OH:1][CH2:2][CH2:3][C:4]1[C:12]2[C:11](=[O:13])[N:10]([CH2:14][O:15][CH2:16][CH2:17][Si:18]([CH3:21])([CH3:20])[CH3:19])[N:9]=[CH:8][C:7]=2[N:6]([CH2:22][O:23][CH2:24][CH2:25][Si:26]([CH3:29])([CH3:28])[CH3:27])[CH:5]=1.[CH3:30]C(C)([O-])C.[Na+].CI. (2) Given the product [CH2:1]([O:3][C:4](=[O:10])[CH:5]([CH3:9])[CH:6]([NH:16][CH:11]1[CH2:15][CH2:14][CH2:13][CH2:12]1)[CH3:7])[CH3:2], predict the reactants needed to synthesize it. The reactants are: [CH2:1]([O:3][C:4](=[O:10])[CH:5]([CH3:9])[C:6](=O)[CH3:7])[CH3:2].[CH:11]1([NH2:16])[CH2:15][CH2:14][CH2:13][CH2:12]1.C(O[BH-](OC(=O)C)OC(=O)C)(=O)C.[Na+].C(O)(=O)C.